This data is from Catalyst prediction with 721,799 reactions and 888 catalyst types from USPTO. The task is: Predict which catalyst facilitates the given reaction. (1) Reactant: [Cl:1][C:2]1[S:9][C:8]2[CH:7]=[C:6]([C:10]([OH:12])=O)[NH:5][C:4]=2[C:3]=1[Cl:13].Cl.[NH2:15][C@@H:16]1[CH2:24][C:23]2[C:18](=[CH:19][CH:20]=[CH:21][CH:22]=2)[C@H:17]1[C:25]([CH2:34][CH2:35][O:36][CH3:37])([C:30]([O:32][CH3:33])=[O:31])[C:26]([O:28][CH3:29])=[O:27].C(N(CC)CC)C.C1C=CC2N(O)N=NC=2C=1.CCN=C=NCCCN(C)C. Product: [Cl:1][C:2]1[S:9][C:8]2[CH:7]=[C:6]([C:10]([NH:15][C@@H:16]3[CH2:24][C:23]4[C:18](=[CH:19][CH:20]=[CH:21][CH:22]=4)[C@H:17]3[C:25]([CH2:34][CH2:35][O:36][CH3:37])([C:30]([O:32][CH3:33])=[O:31])[C:26]([O:28][CH3:29])=[O:27])=[O:12])[NH:5][C:4]=2[C:3]=1[Cl:13]. The catalyst class is: 287. (2) Reactant: C(OC[N:10]1[CH:14]=[C:13]([C@H:15]([N:17]([CH:33]2[CH2:35][CH2:34]2)[C:18]([C@@H:20]2[O:25][CH2:24][CH2:23][N:22]([C:26]([O:28][C:29]([CH3:32])([CH3:31])[CH3:30])=[O:27])[CH2:21]2)=[O:19])[CH3:16])[N:12]=[C:11]1[O:36][CH:37]([CH3:39])[CH3:38])C1C=CC=CC=1. Product: [CH:33]1([N:17]([C@@H:15]([C:13]2[N:12]=[C:11]([O:36][CH:37]([CH3:39])[CH3:38])[NH:10][CH:14]=2)[CH3:16])[C:18]([C@@H:20]2[O:25][CH2:24][CH2:23][N:22]([C:26]([O:28][C:29]([CH3:31])([CH3:32])[CH3:30])=[O:27])[CH2:21]2)=[O:19])[CH2:35][CH2:34]1. The catalyst class is: 105. (3) Reactant: [Cl:1][C:2]1[CH:7]=[CH:6][C:5]([N+:8]([O-])=O)=[CH:4][C:3]=1[C:11]1[CH:20]=[CH:19][C:18]2[C:13](=[N:14][CH:15]=[CH:16][CH:17]=2)[N:12]=1.[Sn](Cl)Cl.C([O-])(O)=O.[Na+].[OH-].[Na+]. Product: [Cl:1][C:2]1[CH:7]=[CH:6][C:5]([NH2:8])=[CH:4][C:3]=1[C:11]1[CH:20]=[CH:19][C:18]2[C:13](=[N:14][CH:15]=[CH:16][CH:17]=2)[N:12]=1. The catalyst class is: 511. (4) Reactant: [C:1]([C:3]1[C:8]([CH:9](C)[CH3:10])=[CH:7][C:6](=[O:12])[NH:5][C:4]=1[S:13][CH2:14][C:15]([NH2:17])=[O:16])#[N:2].C1C=CC(N([S:25]([C:28]([F:31])([F:30])[F:29])(=[O:27])=[O:26])[S:25]([C:28]([F:31])([F:30])[F:29])(=[O:27])=[O:26])=CC=1.C(N(C(C)C)CC)(C)C. Product: [C:15]([CH2:14][S:13][C:4]1[N:5]=[C:6]([O:12][S:25]([C:28]([F:31])([F:30])[F:29])(=[O:27])=[O:26])[CH:7]=[C:8]([CH2:9][CH3:10])[C:3]=1[C:1]#[N:2])(=[O:16])[NH2:17]. The catalyst class is: 4. (5) Reactant: Br[C:2]1[CH:28]=[CH:27][C:5]([C:6]([NH:8][C:9]2[CH:14]=[CH:13][C:12]([O:15][CH3:16])=[C:11]([NH:17][C:18](=[O:26])[CH2:19][N:20]3[CH2:25][CH2:24][O:23][CH2:22][CH2:21]3)[CH:10]=2)=[O:7])=[CH:4][CH:3]=1.[C:29]([O:33][C:34]([NH:36][C:37]1[CH:42]=[CH:41][C:40](B(O)O)=[CH:39][CH:38]=1)=[O:35])([CH3:32])([CH3:31])[CH3:30].C(=O)([O-])[O-].[K+].[K+].O. Product: [C:29]([O:33][C:34](=[O:35])[NH:36][C:37]1[CH:38]=[CH:39][C:40]([C:2]2[CH:28]=[CH:27][C:5]([C:6](=[O:7])[NH:8][C:9]3[CH:14]=[CH:13][C:12]([O:15][CH3:16])=[C:11]([NH:17][C:18](=[O:26])[CH2:19][N:20]4[CH2:25][CH2:24][O:23][CH2:22][CH2:21]4)[CH:10]=3)=[CH:4][CH:3]=2)=[CH:41][CH:42]=1)([CH3:32])([CH3:30])[CH3:31]. The catalyst class is: 12.